From a dataset of Forward reaction prediction with 1.9M reactions from USPTO patents (1976-2016). Predict the product of the given reaction. (1) Given the reactants [N+:1]([C:4]1[O:8][C:7]([C:9](Cl)=[O:10])=[CH:6][CH:5]=1)([O-:3])=[O:2].[CH:12]([NH:15][C:16](=[O:24])[CH2:17][N:18]1[CH2:23][CH2:22][NH:21][CH2:20][CH2:19]1)([CH3:14])[CH3:13], predict the reaction product. The product is: [CH:12]([NH:15][C:16](=[O:24])[CH2:17][N:18]1[CH2:23][CH2:22][N:21]([C:9]([C:7]2[O:8][C:4]([N+:1]([O-:3])=[O:2])=[CH:5][CH:6]=2)=[O:10])[CH2:20][CH2:19]1)([CH3:14])[CH3:13]. (2) Given the reactants [CH3:1][C:2]1([CH3:33])[CH2:31][C:6]2[C:7]([C:16]3[CH:21]=[CH:20][N:19]=[C:18]([C:22]4[CH:27]=[CH:26][N:25]=[C:24]([C:28](O)=[O:29])[CH:23]=4)[CH:17]=3)=[C:8]([N:10]3[CH2:15][CH2:14][O:13][CH2:12][CH2:11]3)[S:9][C:5]=2[C:4](=[O:32])[CH2:3]1.[NH:34]1[CH2:39][CH2:38][O:37][CH2:36][CH2:35]1.C(Cl)CCl.O.ON1C2C=CC=CC=2N=N1, predict the reaction product. The product is: [CH3:1][C:2]1([CH3:33])[CH2:31][C:6]2[C:7]([C:16]3[CH:21]=[CH:20][N:19]=[C:18]([C:22]4[CH:27]=[CH:26][N:25]=[C:24]([C:28]([N:34]5[CH2:39][CH2:38][O:37][CH2:36][CH2:35]5)=[O:29])[CH:23]=4)[CH:17]=3)=[C:8]([N:10]3[CH2:11][CH2:12][O:13][CH2:14][CH2:15]3)[S:9][C:5]=2[C:4](=[O:32])[CH2:3]1.